From a dataset of Full USPTO retrosynthesis dataset with 1.9M reactions from patents (1976-2016). Predict the reactants needed to synthesize the given product. (1) Given the product [OH:9][C:7]1[C:3]2[C:2](=[CH:6][S:5][CH:4]=2)[N:1]=[C:16]([C:11]([O:12][CH2:13][CH3:14])=[O:15])[N:17]=1, predict the reactants needed to synthesize it. The reactants are: [NH2:1][C:2]1[C:3]([C:7]([O:9]C)=O)=[CH:4][S:5][CH:6]=1.[C:11]([C:16]#[N:17])(=[O:15])[O:12][CH2:13][CH3:14].Cl. (2) Given the product [CH2:26]([O:1][C:2]1[CH:3]=[CH:4][C:5]([C:8](=[O:18])[C:9]([C:11]2[CH:16]=[CH:15][C:14]([O:17][CH2:4][CH:5]([CH3:8])[CH3:6])=[CH:13][CH:12]=2)=[O:10])=[CH:6][CH:7]=1)[CH:27]([CH3:29])[CH3:28], predict the reactants needed to synthesize it. The reactants are: [OH:1][C:2]1[CH:7]=[CH:6][C:5]([C:8](=[O:18])[C:9]([C:11]2[CH:16]=[CH:15][C:14]([OH:17])=[CH:13][CH:12]=2)=[O:10])=[CH:4][CH:3]=1.C(=O)([O-])[O-].[K+].[K+].Br[CH2:26][CH:27]([CH3:29])[CH3:28]. (3) Given the product [C:29]([N:24]1[C:25]2[C:21](=[CH:20][C:19]([CH2:18][N:4]3[CH:5]=[CH:6][C:7]([O:8][CH2:9][C:10]4[CH:15]=[CH:14][C:13]([F:16])=[CH:12][C:11]=4[F:17])=[C:2]([Cl:1])[C:3]3=[O:28])=[CH:27][CH:26]=2)[CH:22]=[CH:23]1)(=[O:31])[CH3:30], predict the reactants needed to synthesize it. The reactants are: [Cl:1][C:2]1[C:3](=[O:28])[N:4]([CH2:18][C:19]2[CH:20]=[C:21]3[C:25](=[CH:26][CH:27]=2)[NH:24][CH:23]=[CH:22]3)[CH:5]=[CH:6][C:7]=1[O:8][CH2:9][C:10]1[CH:15]=[CH:14][C:13]([F:16])=[CH:12][C:11]=1[F:17].[C:29](OC(=O)C)(=[O:31])[CH3:30].CCN(CC)CC. (4) Given the product [ClH:35].[CH3:1][N:2]1[C:10]2[C:9]([O:11][CH2:12][C:13]3[CH:14]=[C:15]([NH:16][C:27](=[O:34])[C:28]4[CH:33]=[CH:32][CH:31]=[CH:30][CH:29]=4)[CH:17]=[CH:18][CH:19]=3)=[N:8][CH:7]=[N:6][C:5]=2[CH:4]=[CH:3]1, predict the reactants needed to synthesize it. The reactants are: [CH3:1][N:2]1[C:10]2[C:9]([O:11][CH2:12][C:13]3[CH:14]=[C:15]([CH:17]=[CH:18][CH:19]=3)[NH2:16])=[N:8][CH:7]=[N:6][C:5]=2[CH:4]=[CH:3]1.C(N(CC)CC)C.[C:27]([Cl:35])(=[O:34])[C:28]1[CH:33]=[CH:32][CH:31]=[CH:30][CH:29]=1.C(OC(=O)C)C.Cl. (5) Given the product [Cl:13][C:14]1[C:19]([Cl:20])=[C:18]([C:5]2[CH:6]=[CH:7][C:2]([Cl:1])=[CH:3][C:4]=2[O:11][CH3:12])[N:17]=[CH:16][N:15]=1, predict the reactants needed to synthesize it. The reactants are: [Cl:1][C:2]1[CH:7]=[CH:6][C:5](B(O)O)=[C:4]([O:11][CH3:12])[CH:3]=1.[Cl:13][C:14]1[C:19]([Cl:20])=[C:18](Cl)[N:17]=[CH:16][N:15]=1.C(=O)([O-])[O-].[Cs+].[Cs+].